Dataset: Full USPTO retrosynthesis dataset with 1.9M reactions from patents (1976-2016). Task: Predict the reactants needed to synthesize the given product. (1) Given the product [CH2:43]([N:42]([CH2:45][CH3:46])[CH2:40][CH2:39][O:10][C:8]1[CH:9]=[CH:4][C:5]([CH2:12][CH2:13][CH2:14][NH:3][C:4]2[CH:9]=[C:8]([O:10][CH3:11])[CH:7]=[CH:6][C:5]=2[C@H:12]2[CH2:21][CH2:20][C:19]3[CH:18]=[C:17]([OH:22])[CH:16]=[CH:15][C:14]=3[CH2:13]2)=[CH:6][CH:7]=1)[CH3:44], predict the reactants needed to synthesize it. The reactants are: C([N:3](C(=O)C1C=CC(O)=CC=1)[C:4]1[CH:9]=[C:8]([O:10][CH3:11])[CH:7]=[CH:6][C:5]=1[C@H:12]1[CH2:21][CH2:20][C:19]2[CH:18]=[C:17]([O:22]C(=O)C(C)(C)C)[CH:16]=[CH:15][C:14]=2[CH2:13]1)C.Cl[CH2:39][C:40]([N:42]([CH2:45][CH3:46])[CH2:43][CH3:44])=O. (2) Given the product [Si:13]([O:12][C@H:10]1[C@:9]2([CH3:20])[C@@H:7]([O:8]2)[CH2:6][C@H:5]([OH:4])[CH2:11]1)([C:16]([CH3:19])([CH3:18])[CH3:17])([CH3:15])[CH3:14], predict the reactants needed to synthesize it. The reactants are: C([O:4][C@@H:5]1[CH2:11][C@@H:10]([O:12][Si:13]([C:16]([CH3:19])([CH3:18])[CH3:17])([CH3:15])[CH3:14])[C@:9]2([CH3:20])[C@@H:7]([O:8]2)[CH2:6]1)(=O)C.C([O-])([O-])=O.[K+].[K+].C(O)(=O)C.